From a dataset of Forward reaction prediction with 1.9M reactions from USPTO patents (1976-2016). Predict the product of the given reaction. (1) Given the reactants [OH:1][CH2:2][CH2:3][CH2:4][N:5]1[C:9](=[O:10])[C:8]2=[CH:11][CH:12]=[CH:13][CH:14]=[C:7]2[C:6]1=[O:15].N1C=CN=C1.[Si:21](Cl)([C:24]([CH3:27])([CH3:26])[CH3:25])([CH3:23])[CH3:22], predict the reaction product. The product is: [C:24]([Si:21]([CH3:23])([CH3:22])[O:1][CH2:2][CH2:3][CH2:4][N:5]1[C:9](=[O:10])[C:8]2[C:7](=[CH:14][CH:13]=[CH:12][CH:11]=2)[C:6]1=[O:15])([CH3:27])([CH3:26])[CH3:25]. (2) Given the reactants [C:1]([N:4]1[C:13]2[C:8](=[CH:9][C:10]([C:14]([OH:16])=O)=[CH:11][CH:12]=2)[C@H:7]([NH:17][C:18]2[CH:23]=[CH:22][C:21]([C:24]3[S:28][N:27]=[N:26][CH:25]=3)=[CH:20][CH:19]=2)[CH2:6][C@@H:5]1[CH3:29])(=[O:3])[CH3:2].[NH3:30], predict the reaction product. The product is: [C:1]([N:4]1[C:13]2[C:8](=[CH:9][C:10]([C:14]([NH2:30])=[O:16])=[CH:11][CH:12]=2)[CH:7]([NH:17][C:18]2[CH:23]=[CH:22][C:21]([C:24]3[S:28][N:27]=[N:26][CH:25]=3)=[CH:20][CH:19]=2)[CH2:6][CH:5]1[CH3:29])(=[O:3])[CH3:2]. (3) Given the reactants [Cl:1][C:2]1[CH:3]=[CH:4][C:5]([O:35][CH:36]([F:38])[F:37])=[C:6]([C:8]2[C:12]([NH:13][C:14]([C:16]3[CH:17]=[N:18][N:19]4[CH:24]=[CH:23][CH:22]=[N:21][C:20]=34)=[O:15])=[CH:11][N:10]([CH2:25][C:26](=[O:34])[N:27]3[CH2:32][CH2:31][C:30](=O)[CH2:29][CH2:28]3)[N:9]=2)[CH:7]=1.O1CCOCC1.[NH2:45][CH2:46][CH2:47][C:48]#[N:49].C(O[BH-](OC(=O)C)OC(=O)C)(=O)C.[Na+], predict the reaction product. The product is: [Cl:1][C:2]1[CH:3]=[CH:4][C:5]([O:35][CH:36]([F:37])[F:38])=[C:6]([C:8]2[C:12]([NH:13][C:14]([C:16]3[CH:17]=[N:18][N:19]4[CH:24]=[CH:23][CH:22]=[N:21][C:20]=34)=[O:15])=[CH:11][N:10]([CH2:25][C:26]([N:27]3[CH2:32][CH2:31][CH:30]([NH:49][CH2:48][CH2:47][C:46]#[N:45])[CH2:29][CH2:28]3)=[O:34])[N:9]=2)[CH:7]=1. (4) Given the reactants [O:1]=[C:2]1[NH:6][C:5](=[O:7])[C:4](=[CH:8][C:9]2[CH:36]=[CH:35][C:12]([O:13][C:14]3[N:19]=[CH:18][N:17]=[C:16]([O:20][CH:21]4[CH2:26][CH2:25][N:24]([C:27]([O:29][C:30]([CH3:33])([CH3:32])[CH3:31])=[O:28])[CH2:23][CH2:22]4)[C:15]=3[CH3:34])=[CH:11][CH:10]=2)[S:3]1.[H-].[Na+].Br[CH2:40][C:41]([O:43][CH2:44][CH3:45])=[O:42], predict the reaction product. The product is: [CH2:44]([O:43][C:41](=[O:42])[CH2:40][N:6]1[C:5](=[O:7])/[C:4](=[CH:8]/[C:9]2[CH:10]=[CH:11][C:12]([O:13][C:14]3[N:19]=[CH:18][N:17]=[C:16]([O:20][CH:21]4[CH2:26][CH2:25][N:24]([C:27]([O:29][C:30]([CH3:31])([CH3:32])[CH3:33])=[O:28])[CH2:23][CH2:22]4)[C:15]=3[CH3:34])=[CH:35][CH:36]=2)/[S:3][C:2]1=[O:1])[CH3:45].